This data is from Full USPTO retrosynthesis dataset with 1.9M reactions from patents (1976-2016). The task is: Predict the reactants needed to synthesize the given product. (1) Given the product [C:14]([C:12]1[CH:13]=[C:9]([C:7]2[NH:6][C:5]3[CH:20]=[CH:21][C:2]([C:25]4[CH:26]=[CH:27][CH:28]=[CH:29][C:24]=4[C:23]([F:34])([F:33])[F:22])=[CH:3][C:4]=3[N:8]=2)[N:10]([CH2:18][CH3:19])[N:11]=1)([CH3:17])([CH3:16])[CH3:15], predict the reactants needed to synthesize it. The reactants are: Br[C:2]1[CH:21]=[CH:20][C:5]2[NH:6][C:7]([C:9]3[N:10]([CH2:18][CH3:19])[N:11]=[C:12]([C:14]([CH3:17])([CH3:16])[CH3:15])[CH:13]=3)=[N:8][C:4]=2[CH:3]=1.[F:22][C:23]([F:34])([F:33])[C:24]1[CH:29]=[CH:28][CH:27]=[CH:26][C:25]=1B(O)O. (2) Given the product [C:58]([O:57][C:55]([N:49]1[CH2:54][CH2:53][N:52]([C:17]([C:3]2[C:4]3=[N:5][CH:6]=[CH:7][CH:8]=[C:9]3[N:10]([C:11]3[CH:12]=[CH:13][CH:14]=[CH:15][CH:16]=3)[C:2]=2[Cl:1])=[O:19])[CH2:51][CH2:50]1)=[O:56])([CH3:61])([CH3:59])[CH3:60], predict the reactants needed to synthesize it. The reactants are: [Cl:1][C:2]1[N:10]([C:11]2[CH:16]=[CH:15][CH:14]=[CH:13][CH:12]=2)[C:9]2[C:4](=[N:5][CH:6]=[CH:7][CH:8]=2)[C:3]=1[C:17]([OH:19])=O.CN1CCOCC1.F[B-](F)(F)F.C(C(=NOC(N(C)C)=[N+](C)C)C(OCC)=O)#N.[N:49]1([C:55]([O:57][C:58]([CH3:61])([CH3:60])[CH3:59])=[O:56])[CH2:54][CH2:53][NH:52][CH2:51][CH2:50]1. (3) Given the product [Cl:28][C:12]1[C:9]([C:10]#[N:11])=[C:5]([O:6][CH2:7][CH3:8])[CH:4]=[CH:3][N:13]=1, predict the reactants needed to synthesize it. The reactants are: CN(C)[CH:3]=[CH:4][C:5](=[C:9]([C:12]#[N:13])[C:10]#[N:11])[O:6][CH2:7][CH3:8].CN(C)C=CC(=C(C#N)C#N)OC.[ClH:28].N#N. (4) Given the product [Cl:26][C:27]1[CH:35]=[CH:34][C:30]([C:31]([O:21][C@@H:20]2[C@H:19]([O:22][C:31](=[O:32])[C:30]3[CH:34]=[CH:35][C:27]([Cl:26])=[CH:28][CH:29]=3)[C@H:18]([CH3:23])[O:17][C@H:9]([S:10][C:11]3[CH:12]=[CH:13][CH:14]=[CH:15][CH:16]=3)[C@H:8]2[O:7][CH2:6][C:5]2[CH:4]=[CH:3][C:2]([CH3:1])=[CH:25][CH:24]=2)=[O:32])=[CH:29][CH:28]=1, predict the reactants needed to synthesize it. The reactants are: [CH3:1][C:2]1[CH:25]=[CH:24][C:5]([CH2:6][O:7][C@H:8]2[C@H:20]([OH:21])[C@H:19]([OH:22])[C@H:18]([CH3:23])[O:17][C@@H:9]2[S:10][C:11]2[CH:16]=[CH:15][CH:14]=[CH:13][CH:12]=2)=[CH:4][CH:3]=1.[Cl:26][C:27]1[CH:35]=[CH:34][C:30]([C:31](Cl)=[O:32])=[CH:29][CH:28]=1. (5) Given the product [ClH:3].[CH3:5][C@H:6]1[CH2:11][CH2:10][C@H:9]([NH2:12])[CH2:8][CH2:7]1, predict the reactants needed to synthesize it. The reactants are: S(Cl)([Cl:3])=O.[CH3:5][C@H:6]1[CH2:11][CH2:10][C@H:9]([NH:12]C(C2C=NC3C(C=2Cl)=CC=CC=3C(F)(F)F)=O)[CH2:8][CH2:7]1.